Dataset: TCR-epitope binding with 47,182 pairs between 192 epitopes and 23,139 TCRs. Task: Binary Classification. Given a T-cell receptor sequence (or CDR3 region) and an epitope sequence, predict whether binding occurs between them. (1) The epitope is NLDSKVGGNY. The TCR CDR3 sequence is CASTPDLHTDTQYF. Result: 1 (the TCR binds to the epitope). (2) The epitope is EHPTFTSQYRIQGKL. Result: 0 (the TCR does not bind to the epitope). The TCR CDR3 sequence is CASSSASGQETQYF. (3) The epitope is GLCTLVAML. The TCR CDR3 sequence is CSVGGRGDGYTF. Result: 1 (the TCR binds to the epitope). (4) The epitope is KLVALGINAV. The TCR CDR3 sequence is CASSQPGLAEEQYF. Result: 0 (the TCR does not bind to the epitope). (5) The epitope is FTYASALWEI. The TCR CDR3 sequence is CASSFYGTSGSDEQYF. Result: 0 (the TCR does not bind to the epitope). (6) The epitope is YVFCTVNAL. The TCR CDR3 sequence is CASSLELAGSISSYNEQFF. Result: 0 (the TCR does not bind to the epitope). (7) The epitope is IVTDFSVIK. The TCR CDR3 sequence is CASSLEPGRNEKLFF. Result: 1 (the TCR binds to the epitope). (8) The epitope is TPRVTGGGAM. The TCR CDR3 sequence is CAISDELAVNEQFF. Result: 0 (the TCR does not bind to the epitope). (9) The epitope is SSNVANYQK. The TCR CDR3 sequence is CASIVRNDRDPTGELFF. Result: 0 (the TCR does not bind to the epitope).